Dataset: Forward reaction prediction with 1.9M reactions from USPTO patents (1976-2016). Task: Predict the product of the given reaction. (1) The product is: [C:1]1([C:25]2[CH:26]=[CH:27][CH:28]=[CH:29][CH:30]=2)[CH:6]=[CH:5][CH:4]=[C:3]([CH2:7][CH:8]([O:17][Si:18]([C:21]([CH3:24])([CH3:23])[CH3:22])([CH3:20])[CH3:19])[CH2:9][CH2:10][CH:11]2[CH2:12][CH2:13][C:14](=[O:16])[N:15]2[CH2:42][CH2:43][CH2:44][CH2:45][CH2:46][CH2:47][C:48]#[N:49])[CH:2]=1. Given the reactants [C:1]1([C:25]2[CH:30]=[CH:29][CH:28]=[CH:27][CH:26]=2)[CH:6]=[CH:5][CH:4]=[C:3]([CH2:7][CH:8]([O:17][Si:18]([C:21]([CH3:24])([CH3:23])[CH3:22])([CH3:20])[CH3:19])[CH2:9][CH2:10][CH:11]2[NH:15][C:14](=[O:16])[CH2:13][CH2:12]2)[CH:2]=1.C[Si]([N-][Si](C)(C)C)(C)C.[Na+].Br[CH2:42][CH2:43][CH2:44][CH2:45][CH2:46][CH2:47][C:48]#[N:49], predict the reaction product. (2) Given the reactants [F:1][C:2]([F:26])([F:25])[C:3]([F:24])([F:23])[C:4]([F:22])([F:21])[O:5][C:6]([F:20])([C:16]([F:19])([F:18])[F:17])[C:7]([F:15])([F:14])[O:8][C:9]([F:13])=[C:10]([F:12])[F:11].[CH:27](=[O:29])[CH3:28].O, predict the reaction product. The product is: [F:11][C:10]([F:12])([CH:9]([F:13])[O:8][C:7]([F:15])([F:14])[C:6]([F:20])([O:5][C:4]([F:21])([F:22])[C:3]([F:23])([F:24])[C:2]([F:25])([F:26])[F:1])[C:16]([F:17])([F:19])[F:18])[C:27](=[O:29])[CH3:28]. (3) Given the reactants [CH2:1]([O:8][C:9](=[O:41])[CH2:10][CH2:11][CH2:12][CH2:13][CH2:14][N:15]([CH2:23][C:24]1[C:29]([CH:30]=O)=[CH:28][N:27]=[C:26]([CH3:32])[C:25]=1[O:33][CH2:34][C:35]1[CH:40]=[CH:39][CH:38]=[CH:37][CH:36]=1)[C:16]([O:18][C:19]([CH3:22])([CH3:21])[CH3:20])=[O:17])[C:2]1[CH:7]=[CH:6][CH:5]=[CH:4][CH:3]=1.[NH2:42][C:43]1[CH:48]=[CH:47][C:46]([C:49]2[CH:54]=[CH:53][C:52]([C:55]#[N:56])=[CH:51][CH:50]=2)=[CH:45][CH:44]=1, predict the reaction product. The product is: [CH2:1]([O:8][C:9](=[O:41])[CH2:10][CH2:11][CH2:12][CH2:13][CH2:14][N:15]([CH2:23][C:24]1[C:29]([CH2:30][NH:42][C:43]2[CH:44]=[CH:45][C:46]([C:49]3[CH:54]=[CH:53][C:52]([C:55]#[N:56])=[CH:51][CH:50]=3)=[CH:47][CH:48]=2)=[CH:28][N:27]=[C:26]([CH3:32])[C:25]=1[O:33][CH2:34][C:35]1[CH:40]=[CH:39][CH:38]=[CH:37][CH:36]=1)[C:16]([O:18][C:19]([CH3:22])([CH3:21])[CH3:20])=[O:17])[C:2]1[CH:3]=[CH:4][CH:5]=[CH:6][CH:7]=1. (4) Given the reactants [Br:1][C:2]1[CH:8]=[CH:7][C:5](N)=[C:4]([O:9][CH2:10][CH3:11])[CH:3]=1.[I:12]I, predict the reaction product. The product is: [Br:1][C:2]1[CH:8]=[CH:7][C:5]([I:12])=[C:4]([O:9][CH2:10][CH3:11])[CH:3]=1. (5) Given the reactants C1([N:7]([C@H:21]2[CH2:26][CH2:25][C@H:24](COC3C=CC=CC=3)[CH2:23][CH2:22]2)[C:8](=[O:20])[NH:9][C:10]2[S:11][C:12]([S:15][CH2:16]C(O)=O)=[CH:13][N:14]=2)CCCCC1.C1(N[C@H:42]2[CH2:47][CH2:46][C@H:45]([CH2:48][O:49][C:50]3[CH:55]=[CH:54][CH:53]=[CH:52][CH:51]=3)[CH2:44][CH2:43]2)CCCCC1.C([O:58][C:59](=[O:69])[CH:60](SC1SC(N)=NC=1)C)C, predict the reaction product. The product is: [CH:21]1([N:7]([C@H:42]2[CH2:43][CH2:44][C@H:45]([CH2:48][O:49][C:50]3[CH:51]=[CH:52][CH:53]=[CH:54][CH:55]=3)[CH2:46][CH2:47]2)[C:8](=[O:20])[NH:9][C:10]2[S:11][C:12]([S:15][CH2:16][CH2:60][C:59]([OH:69])=[O:58])=[CH:13][N:14]=2)[CH2:22][CH2:23][CH2:24][CH2:25][CH2:26]1.